The task is: Predict the reaction yield, written as a fraction of the theoretical maximum amount of product (1.0 means a 100% yield; for example, 0.34 means a 34% yield).. This data is from Reaction yield outcomes from USPTO patents with 853,638 reactions. (1) The reactants are [C:1]([O:4][C:5]1[CH:13]=[CH:12][CH:11]=[CH:10][C:6]=1[C:7]([OH:9])=O)(=[O:3])[CH3:2].[CH3:14][C:15]1[N:16]=[C:17]([NH2:26])[S:18][C:19]=1[CH2:20][CH2:21][O:22][N+:23]([O-:25])=[O:24]. No catalyst specified. The product is [CH3:14][C:15]1[N:16]=[C:17]([NH:26][C:7]([C:6]2[CH:10]=[CH:11][CH:12]=[CH:13][C:5]=2[O:4][C:1](=[O:3])[CH3:2])=[O:9])[S:18][C:19]=1[CH2:20][CH2:21][O:22][N+:23]([O-:25])=[O:24]. The yield is 0.250. (2) The reactants are [O-]CC.[Na+].CO[C:7]([C:9]1[S:10][CH:11]=[CH:12][C:13]=1[NH:14][C:15](=[O:22])[CH2:16][C:17]([O:19][CH2:20][CH3:21])=[O:18])=[O:8]. The catalyst is C(O)C. The product is [CH2:20]([O:19][C:17]([C:16]1[C:15](=[O:22])[NH:14][C:13]2[CH:12]=[CH:11][S:10][C:9]=2[C:7]=1[OH:8])=[O:18])[CH3:21]. The yield is 0.550. (3) The reactants are [CH2:1]([N:4]([CH2:17][C:18]([OH:20])=O)[NH:5][C:6](=[O:16])[NH:7][C@@H:8]([C:10]1[CH:15]=[CH:14][CH:13]=[CH:12][CH:11]=1)[CH3:9])[CH:2]=[CH2:3].[NH2:21][C@@H:22]([CH2:46][C:47]1[CH:52]=[CH:51][C:50]([O:53][C:54]([CH3:57])([CH3:56])[CH3:55])=[CH:49][CH:48]=1)[C:23]([N:25]([C@@H:37]([CH3:45])[CH:38]([O:42][CH2:43][CH3:44])[O:39][CH2:40][CH3:41])[CH2:26][C:27]1[CH:28]=[CH:29][CH:30]=[C:31]2[C:36]=1[N:35]=[CH:34][CH:33]=[CH:32]2)=[O:24]. No catalyst specified. The product is [CH2:1]([N:4]([CH2:17][C:18]([NH:21][C@@H:22]([CH2:46][C:47]1[CH:52]=[CH:51][C:50]([O:53][C:54]([CH3:57])([CH3:56])[CH3:55])=[CH:49][CH:48]=1)[C:23]([N:25]([C@@H:37]([CH3:45])[CH:38]([O:39][CH2:40][CH3:41])[O:42][CH2:43][CH3:44])[CH2:26][C:27]1[CH:28]=[CH:29][CH:30]=[C:31]2[C:36]=1[N:35]=[CH:34][CH:33]=[CH:32]2)=[O:24])=[O:20])[NH:5][C:6]([NH:7][C@@H:8]([C:10]1[CH:11]=[CH:12][CH:13]=[CH:14][CH:15]=1)[CH3:9])=[O:16])[CH:2]=[CH2:3]. The yield is 0.850.